Dataset: Peptide-MHC class I binding affinity with 185,985 pairs from IEDB/IMGT. Task: Regression. Given a peptide amino acid sequence and an MHC pseudo amino acid sequence, predict their binding affinity value. This is MHC class I binding data. (1) The peptide sequence is FRAPNTREL. The MHC is HLA-A03:01 with pseudo-sequence HLA-A03:01. The binding affinity (normalized) is 0.0847. (2) The peptide sequence is REAVNHLPREL. The MHC is H-2-Kk with pseudo-sequence H-2-Kk. The binding affinity (normalized) is 0.00570.